Dataset: NCI-60 drug combinations with 297,098 pairs across 59 cell lines. Task: Regression. Given two drug SMILES strings and cell line genomic features, predict the synergy score measuring deviation from expected non-interaction effect. (1) Drug 1: C1=CC(=CC=C1CC(C(=O)O)N)N(CCCl)CCCl.Cl. Drug 2: CC1=C(C=C(C=C1)C(=O)NC2=CC(=CC(=C2)C(F)(F)F)N3C=C(N=C3)C)NC4=NC=CC(=N4)C5=CN=CC=C5. Cell line: SNB-75. Synergy scores: CSS=4.79, Synergy_ZIP=0.569, Synergy_Bliss=3.35, Synergy_Loewe=-0.425, Synergy_HSA=0.290. (2) Drug 1: CC1=CC=C(C=C1)C2=CC(=NN2C3=CC=C(C=C3)S(=O)(=O)N)C(F)(F)F. Drug 2: C1=NNC2=C1C(=O)NC=N2. Cell line: UACC-257. Synergy scores: CSS=-3.89, Synergy_ZIP=1.52, Synergy_Bliss=0.478, Synergy_Loewe=-5.04, Synergy_HSA=-4.82. (3) Drug 1: CC1=C(C=C(C=C1)C(=O)NC2=CC(=CC(=C2)C(F)(F)F)N3C=C(N=C3)C)NC4=NC=CC(=N4)C5=CN=CC=C5. Drug 2: C1=NC2=C(N=C(N=C2N1C3C(C(C(O3)CO)O)F)Cl)N. Cell line: BT-549. Synergy scores: CSS=-6.00, Synergy_ZIP=4.70, Synergy_Bliss=9.27, Synergy_Loewe=-8.29, Synergy_HSA=-3.99. (4) Drug 1: C1CCC(C1)C(CC#N)N2C=C(C=N2)C3=C4C=CNC4=NC=N3. Drug 2: C1CCC(CC1)NC(=O)N(CCCl)N=O. Cell line: LOX IMVI. Synergy scores: CSS=46.1, Synergy_ZIP=2.37, Synergy_Bliss=3.39, Synergy_Loewe=6.25, Synergy_HSA=7.08. (5) Drug 1: C1=CN(C(=O)N=C1N)C2C(C(C(O2)CO)O)O.Cl. Drug 2: C1=NC2=C(N1)C(=S)N=CN2. Cell line: SK-MEL-5. Synergy scores: CSS=14.5, Synergy_ZIP=-7.14, Synergy_Bliss=0.226, Synergy_Loewe=-3.78, Synergy_HSA=1.96. (6) Drug 1: CCC1=CC2CC(C3=C(CN(C2)C1)C4=CC=CC=C4N3)(C5=C(C=C6C(=C5)C78CCN9C7C(C=CC9)(C(C(C8N6C)(C(=O)OC)O)OC(=O)C)CC)OC)C(=O)OC.C(C(C(=O)O)O)(C(=O)O)O. Drug 2: C1=CC=C(C(=C1)C(C2=CC=C(C=C2)Cl)C(Cl)Cl)Cl. Cell line: MOLT-4. Synergy scores: CSS=86.0, Synergy_ZIP=14.4, Synergy_Bliss=17.7, Synergy_Loewe=-28.3, Synergy_HSA=18.0. (7) Cell line: NCI-H460. Drug 2: C1=CC(=CC=C1C#N)C(C2=CC=C(C=C2)C#N)N3C=NC=N3. Synergy scores: CSS=-4.92, Synergy_ZIP=1.16, Synergy_Bliss=-3.14, Synergy_Loewe=-8.95, Synergy_HSA=-7.73. Drug 1: CS(=O)(=O)C1=CC(=C(C=C1)C(=O)NC2=CC(=C(C=C2)Cl)C3=CC=CC=N3)Cl. (8) Drug 1: CC1=C(C(CCC1)(C)C)C=CC(=CC=CC(=CC(=O)O)C)C. Drug 2: C1=NC(=NC(=O)N1C2C(C(C(O2)CO)O)O)N. Cell line: UACC-257. Synergy scores: CSS=9.21, Synergy_ZIP=-2.65, Synergy_Bliss=1.78, Synergy_Loewe=-1.14, Synergy_HSA=0.464.